From a dataset of NCI-60 drug combinations with 297,098 pairs across 59 cell lines. Regression. Given two drug SMILES strings and cell line genomic features, predict the synergy score measuring deviation from expected non-interaction effect. (1) Drug 1: C1=NC2=C(N1)C(=S)N=CN2. Drug 2: C1C(C(OC1N2C=NC3=C2NC=NCC3O)CO)O. Cell line: HS 578T. Synergy scores: CSS=29.9, Synergy_ZIP=-6.97, Synergy_Bliss=3.24, Synergy_Loewe=-1.23, Synergy_HSA=4.13. (2) Drug 1: CCC(=C(C1=CC=CC=C1)C2=CC=C(C=C2)OCCN(C)C)C3=CC=CC=C3.C(C(=O)O)C(CC(=O)O)(C(=O)O)O. Drug 2: CC1=C(C=C(C=C1)NC(=O)C2=CC=C(C=C2)CN3CCN(CC3)C)NC4=NC=CC(=N4)C5=CN=CC=C5. Cell line: HS 578T. Synergy scores: CSS=4.48, Synergy_ZIP=-2.24, Synergy_Bliss=0.730, Synergy_Loewe=1.34, Synergy_HSA=0.831. (3) Drug 1: CCC1=CC2CC(C3=C(CN(C2)C1)C4=CC=CC=C4N3)(C5=C(C=C6C(=C5)C78CCN9C7C(C=CC9)(C(C(C8N6C)(C(=O)OC)O)OC(=O)C)CC)OC)C(=O)OC.C(C(C(=O)O)O)(C(=O)O)O. Drug 2: CCC1(CC2CC(C3=C(CCN(C2)C1)C4=CC=CC=C4N3)(C5=C(C=C6C(=C5)C78CCN9C7C(C=CC9)(C(C(C8N6C=O)(C(=O)OC)O)OC(=O)C)CC)OC)C(=O)OC)O.OS(=O)(=O)O. Cell line: MALME-3M. Synergy scores: CSS=35.0, Synergy_ZIP=-0.265, Synergy_Bliss=1.32, Synergy_Loewe=-0.404, Synergy_HSA=1.95. (4) Drug 1: CN(C)N=NC1=C(NC=N1)C(=O)N. Drug 2: C#CCC(CC1=CN=C2C(=N1)C(=NC(=N2)N)N)C3=CC=C(C=C3)C(=O)NC(CCC(=O)O)C(=O)O. Cell line: COLO 205. Synergy scores: CSS=-3.04, Synergy_ZIP=-1.38, Synergy_Bliss=-8.18, Synergy_Loewe=-7.65, Synergy_HSA=-8.41.